From a dataset of Forward reaction prediction with 1.9M reactions from USPTO patents (1976-2016). Predict the product of the given reaction. Given the reactants [CH3:1][C:2]1[N:3]=[C:4]([C:7]2([N:13]([C:17]3[CH:22]=[CH:21][CH:20]=[CH:19][CH:18]=3)[C:14](=[O:16])[CH3:15])[CH2:12][CH2:11][NH:10][CH2:9][CH2:8]2)[S:5][CH:6]=1.[F:23][C:24]1[CH:25]=[C:26]([CH:29]=[C:30]([F:32])[CH:31]=1)[CH:27]=O.C(O[BH-](OC(=O)C)OC(=O)C)(=O)C.[Na+].C(OCC)(=O)C, predict the reaction product. The product is: [F:23][C:24]1[CH:25]=[C:26]([CH:29]=[C:30]([F:32])[CH:31]=1)[CH2:27][N:10]1[CH2:11][CH2:12][C:7]([N:13]([C:17]2[CH:18]=[CH:19][CH:20]=[CH:21][CH:22]=2)[C:14](=[O:16])[CH3:15])([C:4]2[S:5][CH:6]=[C:2]([CH3:1])[N:3]=2)[CH2:8][CH2:9]1.